From a dataset of Full USPTO retrosynthesis dataset with 1.9M reactions from patents (1976-2016). Predict the reactants needed to synthesize the given product. (1) Given the product [Br:25][CH2:2][C:3]1[CH:4]=[C:5]([CH:14]=[C:15]([O:17][CH2:18][CH:19]([CH3:21])[CH3:20])[CH:16]=1)[C:6]([NH:8][C:9]1[S:10][CH:11]=[CH:12][N:13]=1)=[O:7], predict the reactants needed to synthesize it. The reactants are: O[CH2:2][C:3]1[CH:4]=[C:5]([CH:14]=[C:15]([O:17][CH2:18][CH:19]([CH3:21])[CH3:20])[CH:16]=1)[C:6]([NH:8][C:9]1[S:10][CH:11]=[CH:12][N:13]=1)=[O:7].P(OBr)(OBr)(O[Br:25])=O. (2) Given the product [CH2:1]([C@@:4]1([C:28]2[CH:33]=[CH:32][C:31]([F:34])=[CH:30][CH:29]=2)[O:9][C:8](=[O:10])[N:7]([C@H:11]([C:13]2[CH:18]=[CH:17][C:16]([C:36]3[C:37](=[O:42])[NH:38][CH:39]=[CH:40][CH:41]=3)=[CH:15][CH:14]=2)[CH3:12])[CH2:6][CH2:5]1)[CH:2]=[CH2:3], predict the reactants needed to synthesize it. The reactants are: [CH2:1]([C@@:4]1([C:28]2[CH:33]=[CH:32][C:31]([F:34])=[CH:30][CH:29]=2)[O:9][C:8](=[O:10])[N:7]([C@H:11]([C:13]2[CH:18]=[CH:17][C:16](B3OC(C)(C)C(C)(C)O3)=[CH:15][CH:14]=2)[CH3:12])[CH2:6][CH2:5]1)[CH:2]=[CH2:3].Br[C:36]1[C:37]([OH:42])=[N:38][CH:39]=[CH:40][CH:41]=1.C([O-])([O-])=O.[Na+].[Na+]. (3) Given the product [NH:45]1[C:41]([CH2:40][C:39]2[N:34]3[CH:35]=[CH:36][CH:37]=[CH:38][C:33]3=[N:32][C:31]=2[C:28]2[CH:29]=[CH:30][C:25]([Cl:24])=[CH:26][CH:27]=2)=[N:42][CH:43]=[N:44]1, predict the reactants needed to synthesize it. The reactants are: N1C(CC2N3C=C(F)C=CC3=NC=2C2C=CC(F)=CC=2)=NC=N1.[Cl:24][C:25]1[CH:30]=[CH:29][C:28]([C:31]2[N:32]=[C:33]3[CH:38]=[CH:37][CH:36]=[CH:35][N:34]3[C:39]=2[CH2:40][C:41]2[N:45](C=C)[N:44]=[CH:43][N:42]=2)=[CH:27][CH:26]=1.